The task is: Predict the product of the given reaction.. This data is from Forward reaction prediction with 1.9M reactions from USPTO patents (1976-2016). (1) Given the reactants CON(C)[C:4]([C:6]1[N:7]=[CH:8][N:9]([C:11]2[CH:12]=[C:13]([C:17]3[CH:22]=[CH:21][CH:20]=[C:19]([F:23])[C:18]=3[O:24][CH3:25])[CH:14]=[CH:15][CH:16]=2)[CH:10]=1)=[O:5].Br[C:28]1[CH:33]=[CH:32][CH:31]=[CH:30][N:29]=1, predict the reaction product. The product is: [F:23][C:19]1[C:18]([O:24][CH3:25])=[C:17]([C:13]2[CH:14]=[CH:15][CH:16]=[C:11]([N:9]3[CH:10]=[C:6]([C:4]([C:28]4[CH:33]=[CH:32][CH:31]=[CH:30][N:29]=4)=[O:5])[N:7]=[CH:8]3)[CH:12]=2)[CH:22]=[CH:21][CH:20]=1. (2) Given the reactants [NH2:1][C:2]1[N:7]=[C:6]([C:8]([F:11])([F:10])[F:9])[N:5]=[C:4]([OH:12])[C:3]=1[S:13][C:14]#[N:15], predict the reaction product. The product is: [NH2:15][C:14]1[S:13][C:3]2[C:4]([OH:12])=[N:5][C:6]([C:8]([F:10])([F:11])[F:9])=[N:7][C:2]=2[N:1]=1. (3) The product is: [NH3:11].[CH:37]([N:33]([CH:34]([CH3:36])[CH3:35])[CH2:32][CH2:31][C@@H:30]([C:25]1[CH:24]=[C:23]([CH2:22][CH2:21][O:20][C:17]2[CH:18]=[CH:19][C:14]([CH2:13][CH2:12][NH:11][CH2:10][C@H:9]([OH:8])[C:46]3[CH:51]=[CH:50][C:49]([OH:52])=[C:48]([CH2:53][OH:54])[CH:47]=3)=[CH:15][CH:16]=2)[CH:28]=[CH:27][C:26]=1[OH:29])[C:40]1[CH:41]=[CH:42][CH:43]=[CH:44][CH:45]=1)([CH3:38])[CH3:39]. Given the reactants [Si]([O:8][C@H:9]([C:46]1[CH:51]=[CH:50][C:49]([OH:52])=[C:48]([CH2:53][OH:54])[CH:47]=1)[CH2:10][NH:11][CH2:12][CH2:13][C:14]1[CH:19]=[CH:18][C:17]([O:20][CH2:21][CH2:22][C:23]2[CH:28]=[CH:27][C:26]([OH:29])=[C:25]([C@@H:30]([C:40]3[CH:45]=[CH:44][CH:43]=[CH:42][CH:41]=3)[CH2:31][CH2:32][N:33]([CH:37]([CH3:39])[CH3:38])[CH:34]([CH3:36])[CH3:35])[CH:24]=2)=[CH:16][CH:15]=1)(C(C)(C)C)(C)C.O.[F-].[NH4+].C(=O)([O-])O.[Na+], predict the reaction product. (4) The product is: [CH:2]1([C:5]2[C:6]([N:14]3[CH2:19][CH2:18][N:17]([C:20]([O:22][C:23]([CH3:26])([CH3:25])[CH3:24])=[O:21])[CH2:16][CH2:15]3)=[C:7]3[CH:13]=[N:12][NH:11][C:8]3=[N:9][CH:10]=2)[CH2:4][CH2:3]1. Given the reactants Cl.[CH:2]1([C:5]2[C:6]([N:14]3[CH2:19][CH2:18][NH:17][CH2:16][CH2:15]3)=[C:7]3[CH:13]=[N:12][NH:11][C:8]3=[N:9][CH:10]=2)[CH2:4][CH2:3]1.[C:20](O[C:20]([O:22][C:23]([CH3:26])([CH3:25])[CH3:24])=[O:21])([O:22][C:23]([CH3:26])([CH3:25])[CH3:24])=[O:21].C(N(C(C)C)C(C)C)C.O.[OH-].[Li+], predict the reaction product. (5) Given the reactants [NH2:1][C:2]1[CH:10]=[CH:9][C:8]([CH2:11][N:12]2[CH2:17][CH2:16][O:15][CH2:14][CH2:13]2)=[CH:7][C:3]=1[C:4]([NH2:6])=[O:5].[CH3:18][C:19]1[CH:24]=[C:23]([CH:25]=O)[CH:22]=[CH:21][N:20]=1.OS([O-])=O.[Na+].CC1C=CC(S(O)(=O)=O)=CC=1, predict the reaction product. The product is: [CH3:18][C:19]1[CH:24]=[C:23]([C:25]2[NH:6][C:4](=[O:5])[C:3]3[C:2](=[CH:10][CH:9]=[C:8]([CH2:11][N:12]4[CH2:13][CH2:14][O:15][CH2:16][CH2:17]4)[CH:7]=3)[N:1]=2)[CH:22]=[CH:21][N:20]=1.